Regression. Given a peptide amino acid sequence and an MHC pseudo amino acid sequence, predict their binding affinity value. This is MHC class I binding data. From a dataset of Peptide-MHC class I binding affinity with 185,985 pairs from IEDB/IMGT. (1) The peptide sequence is AKIALAVYK. The MHC is HLA-B39:01 with pseudo-sequence HLA-B39:01. The binding affinity (normalized) is 0.0847. (2) The peptide sequence is SIKFKRKLM. The MHC is HLA-B07:02 with pseudo-sequence HLA-B07:02. The binding affinity (normalized) is 0.0847. (3) The peptide sequence is KQLELFWVI. The MHC is HLA-A02:01 with pseudo-sequence HLA-A02:01. The binding affinity (normalized) is 1.00.